From a dataset of Forward reaction prediction with 1.9M reactions from USPTO patents (1976-2016). Predict the product of the given reaction. (1) Given the reactants Cl[C:2]1[N:7]=[C:6]([C:8]2[CH:19]=[CH:18][C:11]([C:12]([NH:14][CH2:15][C:16]#[N:17])=[O:13])=[CH:10][CH:9]=2)[CH:5]=[CH:4][N:3]=1.[NH2:20][C:21]1[CH:26]=[CH:25][C:24]([NH:27][CH2:28][CH2:29][OH:30])=[CH:23][CH:22]=1.CCN(C(C)C)C(C)C.CS(C)=O, predict the reaction product. The product is: [C:16]([CH2:15][NH:14][C:12](=[O:13])[C:11]1[CH:18]=[CH:19][C:8]([C:6]2[CH:5]=[CH:4][N:3]=[C:2]([NH:20][C:21]3[CH:22]=[CH:23][C:24]([NH:27][CH2:28][CH2:29][OH:30])=[CH:25][CH:26]=3)[N:7]=2)=[CH:9][CH:10]=1)#[N:17]. (2) Given the reactants [Cl:1][C:2]1[CH:3]=[C:4]([CH2:9][N:10]2[CH:14]=[C:13]([C:15]([O:17]CC)=[O:16])[CH:12]=[N:11]2)[CH:5]=[CH:6][C:7]=1[Cl:8].[OH-].[Na+], predict the reaction product. The product is: [Cl:1][C:2]1[CH:3]=[C:4]([CH2:9][N:10]2[CH:14]=[C:13]([C:15]([OH:17])=[O:16])[CH:12]=[N:11]2)[CH:5]=[CH:6][C:7]=1[Cl:8].